This data is from Full USPTO retrosynthesis dataset with 1.9M reactions from patents (1976-2016). The task is: Predict the reactants needed to synthesize the given product. (1) Given the product [Si:1]([O:8][CH2:9][CH:10]([C:12]1[CH:13]=[C:14]([CH:17]=[CH:18][CH:19]=1)[CH2:15][N:49]1[CH2:50][CH2:51][C:45]2([O:44][CH2:43][CH2:42][N:41]([C:39]([C:37]3[N:38]=[C:34]([CH:31]([CH3:32])[CH3:33])[S:35][CH:36]=3)=[O:40])[CH2:46]2)[CH2:47][CH2:48]1)[F:11])([C:4]([CH3:7])([CH3:6])[CH3:5])([CH3:3])[CH3:2], predict the reactants needed to synthesize it. The reactants are: [Si:1]([O:8][CH2:9][CH:10]([C:12]1[CH:13]=[C:14]([CH:17]=[CH:18][CH:19]=1)[CH:15]=O)[F:11])([C:4]([CH3:7])([CH3:6])[CH3:5])([CH3:3])[CH3:2].C(O)(=O)C.FC(F)(F)C(O)=O.[CH:31]([C:34]1[S:35][CH:36]=[C:37]([C:39]([N:41]2[CH2:46][C:45]3([CH2:51][CH2:50][NH:49][CH2:48][CH2:47]3)[O:44][CH2:43][CH2:42]2)=[O:40])[N:38]=1)([CH3:33])[CH3:32].C(O[BH-](OC(=O)C)OC(=O)C)(=O)C.[Na+]. (2) Given the product [NH2:8][C:9]1([CH2:13][NH:14][C:15]2[C:24]3[C:19](=[CH:20][CH:21]=[C:22]([CH3:25])[CH:23]=3)[N:18]=[C:17]([N:26]3[CH2:32][C:31]4[CH:33]=[C:34]([N:37]5[CH2:42][CH2:41][O:40][CH2:39][CH2:38]5)[CH:35]=[CH:36][C:30]=4[S:29](=[O:43])(=[O:44])[CH2:28][CH2:27]3)[CH:16]=2)[CH2:10][O:11][CH2:12]1, predict the reactants needed to synthesize it. The reactants are: C([N:8](CC1C=CC=CC=1)[C:9]1([CH2:13][NH:14][C:15]2[C:24]3[C:19](=[CH:20][CH:21]=[C:22]([CH3:25])[CH:23]=3)[N:18]=[C:17]([N:26]3[CH2:32][C:31]4[CH:33]=[C:34]([N:37]5[CH2:42][CH2:41][O:40][CH2:39][CH2:38]5)[CH:35]=[CH:36][C:30]=4[S:29](=[O:44])(=[O:43])[CH2:28][CH2:27]3)[CH:16]=2)[CH2:12][O:11][CH2:10]1)C1C=CC=CC=1.FC(F)(F)C(O)=O.C(=O)(O)[O-].[Na+]. (3) Given the product [CH2:12]([C@H:14]1[CH2:19][CH2:18][CH2:17][CH2:16][N:15]1[C:8]1[CH:9]=[C:2]([F:1])[C:3]([C:4]#[N:5])=[C:6]([F:11])[CH:7]=1)[CH3:13], predict the reactants needed to synthesize it. The reactants are: [F:1][C:2]1[CH:9]=[C:8](F)[CH:7]=[C:6]([F:11])[C:3]=1[C:4]#[N:5].[CH2:12]([CH:14]1[CH2:19][CH2:18][CH2:17][CH2:16][NH:15]1)[CH3:13]. (4) Given the product [ClH:33].[CH3:2][C:3]1[CH:4]=[CH:5][C:6]2[CH2:7][NH:8][C@@H:9]3[C@@H:14]([C:15]=2[CH:16]=1)[C:13]1[CH:17]=[C:18]([OH:23])[C:19]([OH:21])=[CH:20][C:12]=1[CH2:11][CH2:10]3, predict the reactants needed to synthesize it. The reactants are: Cl.[CH3:2][C:3]1[CH:4]=[CH:5][C:6]2[CH2:7][NH:8][C@@H:9]3[C@@H:14]([C:15]=2[CH:16]=1)[C:13]1[CH:17]=[C:18]([O:23]C)[C:19]([O:21]C)=[CH:20][C:12]=1[CH2:11][CH2:10]3.C(=O)(O)[O-].B(Br)(Br)Br.[Cl:33]CCl. (5) Given the product [NH2:21][CH2:20][CH2:19][CH:18]([C:15]1[S:16][CH:17]=[C:13]([O:12][CH2:11][CH:5]2[CH2:10][CH2:9][CH2:8][CH2:7][CH2:6]2)[CH:14]=1)[OH:22], predict the reactants needed to synthesize it. The reactants are: B.CSC.[CH:5]1([CH2:11][O:12][C:13]2[CH:14]=[C:15]([C:18](=[O:22])[CH2:19][C:20]#[N:21])[S:16][CH:17]=2)[CH2:10][CH2:9][CH2:8][CH2:7][CH2:6]1.N.CO.C(Cl)Cl. (6) Given the product [CH2:10]([O:9][C:3]([C:4]1[C:20]2[C:21](=[CH:22][CH:23]=[C:24]([N+:26]([O-:28])=[O:27])[CH:25]=2)[NH:29][C:5]=1[CH3:7])=[O:8])[C:11]1[CH:16]=[CH:15][CH:14]=[CH:13][CH:12]=1, predict the reactants needed to synthesize it. The reactants are: [H-].[Na+].[C:3]([O:9][CH2:10][C:11]1[CH:16]=[CH:15][CH:14]=[CH:13][CH:12]=1)(=[O:8])[CH2:4][C:5]([CH3:7])=O.[H][H].I[C:20]1[CH:25]=[C:24]([N+:26]([O-:28])=[O:27])[CH:23]=[CH:22][C:21]=1[NH2:29].N1C2C(=CC=CC=2)C=C1.[N+](C1C=CC(N)=CC=1)([O-])=O.